This data is from Reaction yield outcomes from USPTO patents with 853,638 reactions. The task is: Predict the reaction yield, written as a fraction of the theoretical maximum amount of product (1.0 means a 100% yield; for example, 0.34 means a 34% yield). (1) The reactants are CC1(C)CCCC(C)(C)N1.C([Li])CCC.[Br:16][C:17]1[CH:27]=[CH:26][C:20]2[O:21][C:22]([F:25])([F:24])[O:23][C:19]=2[CH:18]=1.[Cl:28]C(Cl)(F)C(Cl)(F)F.[NH4+].[Cl-]. The catalyst is O1CCCC1.O.C(OCC)C. The product is [Br:16][C:17]1[CH:27]=[CH:26][C:20]2[O:21][C:22]([F:25])([F:24])[O:23][C:19]=2[C:18]=1[Cl:28]. The yield is 0.280. (2) The reactants are [O:1]1[C:5]2[CH:6]=[CH:7][CH:8]=[CH:9][C:4]=2[CH:3]=[C:2]1[C:10]([OH:12])=[O:11].[C:13]([O:17][C:18](=[O:40])[CH:19]([NH:23][S:24]([C:27]1[CH:32]=[CH:31][C:30]([C:33]2[CH:38]=[CH:37][C:36](O)=[CH:35][CH:34]=2)=[CH:29][CH:28]=1)(=[O:26])=[O:25])[CH:20]([CH3:22])[CH3:21])([CH3:16])([CH3:15])[CH3:14]. The catalyst is ClCCl.CN(C)C1C=CN=CC=1. The product is [C:13]([O:17][C:18]([CH:19]([NH:23][S:24]([C:27]1[CH:28]=[CH:29][C:30]([C:33]2[CH:38]=[CH:37][C:36]([O:11][C:10]([C:2]3[O:1][C:5]4[CH:6]=[CH:7][CH:8]=[CH:9][C:4]=4[CH:3]=3)=[O:12])=[CH:35][CH:34]=2)=[CH:31][CH:32]=1)(=[O:25])=[O:26])[CH:20]([CH3:22])[CH3:21])=[O:40])([CH3:15])([CH3:16])[CH3:14]. The yield is 0.310. (3) The reactants are [C:1]([CH:3]([OH:33])[CH2:4][C@H:5]1[CH2:16][CH2:15][C:14]2[S:13][C:12]3[N:11]=[CH:10][N:9]=[C:8]([O:17][CH:18]4[CH2:23][CH2:22][CH:21]([N:24]([CH3:32])[C:25](=[O:31])[O:26][C:27]([CH3:30])([CH3:29])[CH3:28])[CH2:20][CH2:19]4)[C:7]=3[C:6]1=2)#[N:2].N1C=CN=C1.[C:39]([Si:43](Cl)([CH3:45])[CH3:44])([CH3:42])([CH3:41])[CH3:40]. The catalyst is CN(C=O)C. The product is [Si:43]([O:33][CH:3]([C:1]#[N:2])[CH2:4][C@H:5]1[CH2:16][CH2:15][C:14]2[S:13][C:12]3[N:11]=[CH:10][N:9]=[C:8]([O:17][CH:18]4[CH2:19][CH2:20][CH:21]([N:24]([CH3:32])[C:25](=[O:31])[O:26][C:27]([CH3:30])([CH3:28])[CH3:29])[CH2:22][CH2:23]4)[C:7]=3[C:6]1=2)([C:39]([CH3:42])([CH3:41])[CH3:40])([CH3:45])[CH3:44]. The yield is 0.930. (4) The reactants are Br[C:2]1[CH:3]=[CH:4][C:5]2[O:9][CH:8]=[CH:7][C:6]=2[CH:10]=1.[Br-].[CH2:12]([Zn+])[CH:13]([CH3:15])[CH3:14]. The catalyst is C1COCC1.C(OCC)(=O)C.CC(C)([P](C(C)(C)C)([Pd][P](C(C)(C)C)(C(C)(C)C)C(C)(C)C)C(C)(C)C)C. The product is [CH2:12]([C:2]1[CH:3]=[CH:4][C:5]2[O:9][CH:8]=[CH:7][C:6]=2[CH:10]=1)[CH:13]([CH3:15])[CH3:14]. The yield is 0.740. (5) The reactants are [Cl:1][C:2]1[C:3]([F:34])=[C:4]([CH:31]=[CH:32][CH:33]=1)[NH:5][C:6]1[C:15]2[C:10](=[CH:11][C:12]([O:29][CH3:30])=[C:13]([O:16][C@@H:17]3[CH2:21][CH2:20][N:19](C(OC(C)(C)C)=O)[CH2:18]3)[CH:14]=2)[N:9]=[CH:8][N:7]=1.Cl. The catalyst is C(#N)C. The product is [ClH:1].[Cl:1][C:2]1[C:3]([F:34])=[C:4]([CH:31]=[CH:32][CH:33]=1)[NH:5][C:6]1[C:15]2[C:10](=[CH:11][C:12]([O:29][CH3:30])=[C:13]([O:16][C@@H:17]3[CH2:21][CH2:20][NH:19][CH2:18]3)[CH:14]=2)[N:9]=[CH:8][N:7]=1. The yield is 0.950.